Dataset: Catalyst prediction with 721,799 reactions and 888 catalyst types from USPTO. Task: Predict which catalyst facilitates the given reaction. (1) Reactant: [Br:1][C:2]1[CH:10]=[CH:9][C:5]([C:6]([OH:8])=[O:7])=[C:4]([CH3:11])[CH:3]=1.S(Cl)(Cl)=O.[C:16](OCC)(=O)C. Product: [Br:1][C:2]1[CH:10]=[CH:9][C:5]([C:6]([O:8][CH3:16])=[O:7])=[C:4]([CH3:11])[CH:3]=1. The catalyst class is: 5. (2) Reactant: [OH:1][CH:2]1[O:6][C:5](=[O:7])[CH:4]=[C:3]1[CH2:8][CH2:9][CH3:10]. Product: [OH:1][C:2]1[O:6][C:5](=[O:7])[CH2:4][C:3]=1[CH2:8][CH2:9][CH3:10]. The catalyst class is: 153. (3) Reactant: [N:1]1[N:2]=[C:3]([C:6]2[CH:11]=[CH:10][CH:9]=[CH:8][C:7]=2[C:12]([N:14]2[CH2:21][CH:20]3[CH:16]([CH2:17][NH:18][CH2:19]3)[CH2:15]2)=[O:13])[NH:4][CH:5]=1.Cl[C:23]1[N:28]=[C:27]([CH3:29])[C:26]([CH3:30])=[C:25]([CH3:31])[N:24]=1.CCN(C(C)C)C(C)C. Product: [N:1]1[N:2]=[C:3]([C:6]2[CH:11]=[CH:10][CH:9]=[CH:8][C:7]=2[C:12]([N:14]2[CH2:15][CH:16]3[CH:20]([CH2:19][N:18]([C:23]4[N:28]=[C:27]([CH3:29])[C:26]([CH3:30])=[C:25]([CH3:31])[N:24]=4)[CH2:17]3)[CH2:21]2)=[O:13])[NH:4][CH:5]=1. The catalyst class is: 10. (4) Reactant: Cl.[NH2:2][OH:3].C(N(CC)CC)C.[C:11]([N:15]1[C:19]([C:20]2[CH:25]=[CH:24][C:23]([F:26])=[CH:22][CH:21]=2)=[CH:18][C:17]([CH:27]=O)=[N:16]1)([CH3:14])([CH3:13])[CH3:12].CCCCCC. Product: [C:11]([N:15]1[C:19]([C:20]2[CH:25]=[CH:24][C:23]([F:26])=[CH:22][CH:21]=2)=[CH:18][C:17]([CH:27]=[N:2][OH:3])=[N:16]1)([CH3:14])([CH3:13])[CH3:12]. The catalyst class is: 317. (5) Reactant: [CH3:1][O:2][C:3](=[O:42])[CH2:4][C@H:5]([OH:41])[CH2:6][C@@H:7]([OH:40])[CH:8]=[CH:9][C:10]1[N:11]([CH:37]([CH3:39])[CH3:38])[C:12]([C:29]([N:31]2[CH2:36][CH2:35][CH2:34][CH2:33][CH2:32]2)=[O:30])=[C:13]([C:22]2[CH:27]=[CH:26][C:25]([F:28])=[CH:24][CH:23]=2)[C:14]=1[C:15]1[CH:20]=[CH:19][C:18]([F:21])=[CH:17][CH:16]=1. Product: [CH3:1][O:2][C:3](=[O:42])[CH2:4][C@H:5]([OH:41])[CH2:6][C@H:7]([OH:40])[CH2:8][CH2:9][C:10]1[N:11]([CH:37]([CH3:39])[CH3:38])[C:12]([C:29]([N:31]2[CH2:36][CH2:35][CH2:34][CH2:33][CH2:32]2)=[O:30])=[C:13]([C:22]2[CH:27]=[CH:26][C:25]([F:28])=[CH:24][CH:23]=2)[C:14]=1[C:15]1[CH:16]=[CH:17][C:18]([F:21])=[CH:19][CH:20]=1. The catalyst class is: 123.